From a dataset of Forward reaction prediction with 1.9M reactions from USPTO patents (1976-2016). Predict the product of the given reaction. (1) Given the reactants C(O)C.C([BH3-])#N.[Na+].[CH2:8]([O:10][C:11]1[CH:34]=[CH:33][C:14]([O:15][CH2:16][CH:17]2[CH2:22][CH2:21][CH:20]([CH:23](C=O)[CH2:24][CH2:25][C:26]([O:28][CH2:29]C)=[O:27])[CH2:19][CH2:18]2)=[C:13]([F:35])[C:12]=1[F:36])[CH3:9].Cl, predict the reaction product. The product is: [CH2:8]([O:10][C:11]1[CH:34]=[CH:33][C:14]([O:15][CH2:16][CH:17]2[CH2:22][CH2:21][CH:20]([CH:23]3[CH2:29][O:28][C:26](=[O:27])[CH2:25][CH2:24]3)[CH2:19][CH2:18]2)=[C:13]([F:35])[C:12]=1[F:36])[CH3:9]. (2) Given the reactants [CH3:1][C:2]([C:12]1[C:20]2[O:19][CH2:18][CH2:17][C:16]=2[CH:15]=[CH:14][CH:13]=1)([CH3:11])[CH2:3][C:4]1([C:7]([F:10])([F:9])[F:8])[CH2:6][O:5]1.[N:21]1[CH:26]=[CH:25][C:24]([N:27]2[C:35]3[CH:34]=[CH:33][CH:32]=[C:31]([NH2:36])[C:30]=3[CH:29]=[N:28]2)=[CH:23][CH:22]=1, predict the reaction product. The product is: [O:19]1[C:20]2[C:12]([C:2]([CH3:11])([CH3:1])[CH2:3][C:4]([CH2:6][NH:36][C:31]3[CH:32]=[CH:33][CH:34]=[C:35]4[C:30]=3[CH:29]=[N:28][N:27]4[C:24]3[CH:25]=[CH:26][N:21]=[CH:22][CH:23]=3)([OH:5])[C:7]([F:10])([F:8])[F:9])=[CH:13][CH:14]=[CH:15][C:16]=2[CH2:17][CH2:18]1. (3) The product is: [Cl:8][C:6]1[CH:5]=[CH:4][C:3]([CH2:9][OH:10])=[C:2]([NH:1][CH:11]=[O:12])[CH:7]=1. Given the reactants [NH2:1][C:2]1[CH:7]=[C:6]([Cl:8])[CH:5]=[CH:4][C:3]=1[CH2:9][OH:10].[CH:11](OCC#N)=[O:12], predict the reaction product. (4) Given the reactants [H-].[Na+].[Cl:3][C:4]1[CH:9]=[CH:8][C:7]([CH:10]2[CH2:15][CH2:14][CH2:13][N:12]([C:16]([C:18]3[CH:19]=[N:20][NH:21][CH:22]=3)=[O:17])[CH2:11]2)=[C:6]([C:23]([F:26])([F:25])[F:24])[CH:5]=1.[CH3:27]I, predict the reaction product. The product is: [Cl:3][C:4]1[CH:9]=[CH:8][C:7]([CH:10]2[CH2:15][CH2:14][CH2:13][N:12]([C:16]([C:18]3[CH:22]=[N:21][N:20]([CH3:27])[CH:19]=3)=[O:17])[CH2:11]2)=[C:6]([C:23]([F:26])([F:24])[F:25])[CH:5]=1. (5) Given the reactants [C:1]([C:3]1[CH:8]=[C:7]([CH3:9])[CH:6]=[CH:5][C:4]=1[C:10]1[CH:15]=[C:14]([C:16]([O:18]C)=[O:17])[CH:13]=[C:12]([O:20][CH2:21][CH:22]2[O:27][CH2:26][CH2:25][N:24]([C:28]([O:30][C:31]([CH3:34])([CH3:33])[CH3:32])=[O:29])[CH2:23]2)[CH:11]=1)#[N:2].[OH-].[Li+].Cl, predict the reaction product. The product is: [C:31]([O:30][C:28]([N:24]1[CH2:25][CH2:26][O:27][CH:22]([CH2:21][O:20][C:12]2[CH:13]=[C:14]([C:16]([OH:18])=[O:17])[CH:15]=[C:10]([C:4]3[CH:5]=[CH:6][C:7]([CH3:9])=[CH:8][C:3]=3[C:1]#[N:2])[CH:11]=2)[CH2:23]1)=[O:29])([CH3:34])([CH3:32])[CH3:33].